The task is: Regression/Classification. Given a drug SMILES string, predict its toxicity properties. Task type varies by dataset: regression for continuous values (e.g., LD50, hERG inhibition percentage) or binary classification for toxic/non-toxic outcomes (e.g., AMES mutagenicity, cardiotoxicity, hepatotoxicity). Dataset: herg_karim.. This data is from hERG potassium channel inhibition data for cardiac toxicity prediction from Karim et al.. (1) The molecule is O=C1COc2ccc(CNC34CCC(C[C@@]5(O)CN6C(=O)CCc7ncc(F)c5c76)(CC3)OC4)nc2N1. The result is 0 (non-blocker). (2) The compound is Cc1ccc(-c2nnc(SCCCN3C[C@H]4C[C@@]4(c4ccc(C(F)(F)F)cc4)C3)n2C)cn1. The result is 1 (blocker). (3) The compound is CN(C)C(=N)c1ccc(C(=O)Nc2ccc(Cl)cc2C(=O)Nc2ccc(Cl)cn2)c(N2CCCC(C(=O)O)C2)c1. The result is 1 (blocker). (4) The compound is CCCOc1ccccc1CC(c1ccccc1)N1CCNCC1. The result is 1 (blocker).